This data is from Catalyst prediction with 721,799 reactions and 888 catalyst types from USPTO. The task is: Predict which catalyst facilitates the given reaction. (1) Reactant: [C:1]([O:5][C:6](=[O:18])[CH2:7][N:8]1[C:16]2[C:11](=[CH:12][CH:13]=[C:14](O)[CH:15]=2)[CH:10]=[CH:9]1)([CH3:4])([CH3:3])[CH3:2].[CH3:19][C:20]1[C:25]([CH2:26][CH2:27][OH:28])=[CH:24][CH:23]=[C:22]([C:29]2[CH:34]=[CH:33][C:32]([C:35]([F:38])([F:37])[F:36])=[CH:31][CH:30]=2)[N:21]=1.N(C(OC(C)(C)C)=O)=NC(OC(C)(C)C)=O.C1(P(C2C=CC=CC=2)C2C=CC=CC=2)C=CC=CC=1. Product: [C:1]([O:5][C:6](=[O:18])[CH2:7][N:8]1[C:16]2[C:11](=[CH:12][C:13]([O:28][CH2:27][CH2:26][C:25]3[C:20]([CH3:19])=[N:21][C:22]([C:29]4[CH:34]=[CH:33][C:32]([C:35]([F:38])([F:36])[F:37])=[CH:31][CH:30]=4)=[CH:23][CH:24]=3)=[CH:14][CH:15]=2)[CH:10]=[CH:9]1)([CH3:4])([CH3:3])[CH3:2]. The catalyst class is: 7. (2) Reactant: O1CCCC1.[CH2:6]([C:10]1[CH:15]=[CH:14][C:13]([CH2:16][C:17](Cl)=[N:18][OH:19])=[CH:12][CH:11]=1)[CH2:7][CH2:8][CH3:9].[C:21]([C:23]1[C:24]([NH2:29])=[N:25][CH:26]=[CH:27][CH:28]=1)#[CH:22].C(N(CC)CC)C. Product: [CH2:6]([C:10]1[CH:15]=[CH:14][C:13]([CH2:16][C:17]2[CH:22]=[C:21]([C:23]3[C:24]([NH2:29])=[N:25][CH:26]=[CH:27][CH:28]=3)[O:19][N:18]=2)=[CH:12][CH:11]=1)[CH2:7][CH2:8][CH3:9]. The catalyst class is: 6. (3) Reactant: [Cl:1][C:2]1[N:3]=[N:4][C:5](Cl)=[CH:6][CH:7]=1.[C:9]([NH2:18])([C:12]1[CH:17]=[CH:16][CH:15]=[CH:14][CH:13]=1)([CH3:11])[CH3:10].CCN(C(C)C)C(C)C. Product: [Cl:1][C:2]1[N:3]=[N:4][C:5]([NH:18][C:9]([C:12]2[CH:17]=[CH:16][CH:15]=[CH:14][CH:13]=2)([CH3:11])[CH3:10])=[CH:6][CH:7]=1. The catalyst class is: 170. (4) Reactant: [CH3:1][O:2][C:3]1[CH:4]=[C:5]([SH:9])[CH:6]=[CH:7][CH:8]=1.[C:10](Cl)(=[O:14])[C:11](Cl)=[O:12].[Cl-].[Al+3].[Cl-].[Cl-]. Product: [CH3:1][O:2][C:3]1[CH:8]=[CH:7][C:6]2[C:10](=[O:14])[C:11](=[O:12])[S:9][C:5]=2[CH:4]=1. The catalyst class is: 28. (5) Reactant: [NH:1]1[CH:5]=[N:4][C:3]([S:6][CH2:7][CH2:8][O:9][C:10]2[CH:15]=[C:14]([C:16]#[N:17])[CH:13]=[CH:12][N:11]=2)=[N:2]1.[C:18](Cl)([C:31]1[CH:36]=[CH:35][CH:34]=[CH:33][CH:32]=1)([C:25]1[CH:30]=[CH:29][CH:28]=[CH:27][CH:26]=1)[C:19]1[CH:24]=[CH:23][CH:22]=[CH:21][CH:20]=1.C(N(CC)CC)C. Product: [C:19]1([C:18]([C:25]2[CH:26]=[CH:27][CH:28]=[CH:29][CH:30]=2)([C:31]2[CH:32]=[CH:33][CH:34]=[CH:35][CH:36]=2)[N:1]2[CH:5]=[N:4][C:3]([S:6][CH2:7][CH2:8][O:9][C:10]3[CH:15]=[C:14]([C:16]#[N:17])[CH:13]=[CH:12][N:11]=3)=[N:2]2)[CH:20]=[CH:21][CH:22]=[CH:23][CH:24]=1. The catalyst class is: 1. (6) Reactant: [CH:1]1([CH2:5][N:6]2[C:14]3[CH:13]=[CH:12][C:11]([C:15]([N:17]4[CH2:22][CH2:21][CH:20]([CH3:23])[CH2:19][CH2:18]4)=[O:16])=[CH:10][C:9]=3[C:8]3[CH2:24][N:25](C(OC(C)(C)C)=O)[CH2:26][CH2:27][C:7]2=3)[CH2:4][CH2:3][CH2:2]1.[ClH:35]. Product: [CH:1]1([CH2:5][N:6]2[C:14]3[CH:13]=[CH:12][C:11]([C:15]([N:17]4[CH2:22][CH2:21][CH:20]([CH3:23])[CH2:19][CH2:18]4)=[O:16])=[CH:10][C:9]=3[C:8]3[CH2:24][NH:25][CH2:26][CH2:27][C:7]2=3)[CH2:4][CH2:3][CH2:2]1.[ClH:35]. The catalyst class is: 275.